Dataset: Catalyst prediction with 721,799 reactions and 888 catalyst types from USPTO. Task: Predict which catalyst facilitates the given reaction. Reactant: CC(C)([O-])C.[K+].[CH2:7]([OH:14])[C:8]1[CH:13]=[CH:12][CH:11]=[CH:10][CH:9]=1.F[C:16]1[CH:24]=[CH:23][C:19]([C:20]([OH:22])=[O:21])=[CH:18][C:17]=1[C:25]([F:28])([F:27])[F:26].Cl. Product: [CH2:7]([O:14][C:16]1[CH:24]=[CH:23][C:19]([C:20]([OH:22])=[O:21])=[CH:18][C:17]=1[C:25]([F:26])([F:28])[F:27])[C:8]1[CH:13]=[CH:12][CH:11]=[CH:10][CH:9]=1. The catalyst class is: 9.